This data is from Full USPTO retrosynthesis dataset with 1.9M reactions from patents (1976-2016). The task is: Predict the reactants needed to synthesize the given product. (1) Given the product [Cl:32][C:31]1[CH:30]=[CH:29][C:28]([CH2:33][CH2:34][NH:35][C:36](=[O:42])[CH2:37][C:38]([F:41])([F:40])[F:39])=[CH:27][C:26]=1[CH2:25][OH:24], predict the reactants needed to synthesize it. The reactants are: CCCC[N+](CCCC)(CCCC)CCCC.[F-].C([SiH2][O:24][C:25](C)(C)[C:26]1[CH:27]=[C:28]([CH2:33][CH2:34][NH:35][C:36](=[O:42])[CH2:37][C:38]([F:41])([F:40])[F:39])[CH:29]=[CH:30][C:31]=1[Cl:32])(C)(C)C.[NH4+].[Cl-]. (2) Given the product [Cl:1][C:2]1[N:7]2[N:8]=[C:9]([C:25]3[CH:30]=[CH:29][C:28]([F:31])=[CH:27][CH:26]=3)[C:10]([C:11]3[CH:12]=[C:13]([CH2:23][I:56])[N:14]=[C:15]([NH:17][CH:18]4[CH2:22][CH2:21][CH2:20][CH2:19]4)[N:16]=3)=[C:6]2[CH:5]=[CH:4][CH:3]=1, predict the reactants needed to synthesize it. The reactants are: [Cl:1][C:2]1[N:7]2[N:8]=[C:9]([C:25]3[CH:30]=[CH:29][C:28]([F:31])=[CH:27][CH:26]=3)[C:10]([C:11]3[N:16]=[C:15]([NH:17][CH:18]4[CH2:22][CH2:21][CH2:20][CH2:19]4)[N:14]=[C:13]([CH2:23]O)[CH:12]=3)=[C:6]2[CH:5]=[CH:4][CH:3]=1.N1C=CN=C1.C1(P(C2C=CC=CC=2)C2C=CC=CC=2)C=CC=CC=1.[I:56]I. (3) Given the product [NH2:7][C:8]1[O:9][CH2:10][CH2:11][C@:12]([C:16]2[CH:21]=[C:20]([NH:22][C:31]([C:26]3[CH:27]=[CH:28][CH:29]=[CH:30][N:25]=3)=[O:32])[CH:19]=[CH:18][C:17]=2[F:23])([CH2:14][CH3:15])[N:13]=1, predict the reactants needed to synthesize it. The reactants are: C(OC(=O)[NH:7][C:8]1[O:9][CH2:10][CH2:11][C@:12]([C:16]2[CH:21]=[C:20]([NH2:22])[CH:19]=[CH:18][C:17]=2[F:23])([CH2:14][CH3:15])[N:13]=1)(C)(C)C.[N:25]1[CH:30]=[CH:29][CH:28]=[CH:27][C:26]=1[C:31](O)=[O:32]. (4) Given the product [OH:19][C:4]1([CH3:21])[C:5]2[C:10](=[CH:9][C:8]([C:11]3[N:15]([CH3:16])[C:14]([C:17]#[N:18])=[CH:13][CH:12]=3)=[CH:7][CH:6]=2)[C:2]([CH3:20])([CH3:1])[CH2:3]1, predict the reactants needed to synthesize it. The reactants are: [CH3:1][C:2]1([CH3:20])[C:10]2[C:5](=[CH:6][CH:7]=[C:8]([C:11]3[N:15]([CH3:16])[C:14]([C:17]#[N:18])=[CH:13][CH:12]=3)[CH:9]=2)[C:4](=[O:19])[CH2:3]1.[CH3:21][Mg]Br.